Dataset: Reaction yield outcomes from USPTO patents with 853,638 reactions. Task: Predict the reaction yield, written as a fraction of the theoretical maximum amount of product (1.0 means a 100% yield; for example, 0.34 means a 34% yield). (1) The reactants are Br[C:2]1[C:3]([F:22])=[C:4]2[C:8](=[C:9]([C:11]([NH2:13])=[O:12])[CH:10]=1)[NH:7][CH:6]=[C:5]2[CH:14]1[CH2:19][CH2:18][S:17](=[O:21])(=[O:20])[CH2:16][CH2:15]1.[S:23]1[CH:27]=[CH:26][C:25](B(O)O)=[CH:24]1.C([O-])([O-])=O.[K+].[K+]. The catalyst is O1CCOCC1.O.C1C=CC(P(C2C=CC=CC=2)[C-]2C=CC=C2)=CC=1.C1C=CC(P(C2C=CC=CC=2)[C-]2C=CC=C2)=CC=1.Cl[Pd]Cl.[Fe+2]. The product is [O:20]=[S:17]1(=[O:21])[CH2:18][CH2:19][CH:14]([C:5]2[C:4]3[C:8](=[C:9]([C:11]([NH2:13])=[O:12])[CH:10]=[C:2]([C:25]4[CH:26]=[CH:27][S:23][CH:24]=4)[C:3]=3[F:22])[NH:7][CH:6]=2)[CH2:15][CH2:16]1. The yield is 0.610. (2) The reactants are [F:1][C:2]1[CH:7]=[CH:6][C:5]([I:8])=[CH:4][C:3]=1[N:9]1[CH:14]=[C:13]([O:15][CH3:16])[C:12](=[O:17])[C:11]([C:18]([OH:20])=O)=[N:10]1.C1N=CN(C(N2C=NC=C2)=O)C=1.Cl.[CH3:34][NH:35][O:36][CH3:37].CCN(C(C)C)C(C)C. The catalyst is C1COCC1.CN(C=O)C. The product is [F:1][C:2]1[CH:7]=[CH:6][C:5]([I:8])=[CH:4][C:3]=1[N:9]1[CH:14]=[C:13]([O:15][CH3:16])[C:12](=[O:17])[C:11]([C:18]([N:35]([O:36][CH3:37])[CH3:34])=[O:20])=[N:10]1. The yield is 0.820. (3) The product is [O:11]=[C:8]1[CH2:7][C:6]2[C:10](=[C:2]([NH:1][S:17]([C:13]3[S:12][CH:16]=[CH:15][CH:14]=3)(=[O:19])=[O:18])[CH:3]=[CH:4][CH:5]=2)[NH:9]1. The reactants are [NH2:1][C:2]1[CH:3]=[CH:4][CH:5]=[C:6]2[C:10]=1[NH:9][C:8](=[O:11])[CH2:7]2.[S:12]1[CH:16]=[CH:15][CH:14]=[C:13]1[S:17](Cl)(=[O:19])=[O:18]. The catalyst is N1C=CC=CC=1. The yield is 0.970. (4) The reactants are [H-].[Na+].C(OP([CH2:11][C:12]1[CH:17]=[CH:16][C:15]([N+:18]([O-:20])=[O:19])=[CH:14][CH:13]=1)(=O)OCC)C.[F:21][C:22]1[CH:29]=[CH:28][C:25]([CH:26]=O)=[CH:24][CH:23]=1.O. The catalyst is CN(C)C=O. The product is [F:21][C:22]1[CH:29]=[CH:28][C:25]([CH:26]=[CH:11][C:12]2[CH:13]=[CH:14][C:15]([N+:18]([O-:20])=[O:19])=[CH:16][CH:17]=2)=[CH:24][CH:23]=1. The yield is 0.910. (5) The reactants are [C:1]1([S@@:7]([CH2:10][C:11]([O:13][CH2:14][CH3:15])=[O:12])(=[NH:9])=[O:8])[CH:6]=[CH:5][CH:4]=[CH:3][CH:2]=1.[CH3:16][C:17]1[CH:21]=[CH:20][O:19][C:18]=1[C:22]([NH:24][C:25]1[CH:26]=[C:27]([C:31]#[C:32][C:33]2[CH:34]=[N:35][CH:36]=[C:37]([CH:41]=2)[C:38](O)=[O:39])[CH:28]=[CH:29][CH:30]=1)=[O:23].Cl.CN(C)CCCN=C=NCC.Cl. The catalyst is CN(C=O)C.CN(C)C1C=CN=CC=1. The product is [CH3:16][C:17]1[CH:21]=[CH:20][O:19][C:18]=1[C:22]([NH:24][C:25]1[CH:26]=[C:27]([C:31]#[C:32][C:33]2[CH:41]=[C:37]([C:38]([N:9]=[S@:7]([CH2:10][C:11]([O:13][CH2:14][CH3:15])=[O:12])([C:1]3[CH:2]=[CH:3][CH:4]=[CH:5][CH:6]=3)=[O:8])=[O:39])[CH:36]=[N:35][CH:34]=2)[CH:28]=[CH:29][CH:30]=1)=[O:23]. The yield is 0.430. (6) The reactants are [Cl:1][C:2]1[CH:7]=[C:6]([Cl:8])[N:5]=[C:4]([NH2:9])[N:3]=1.[C:10](Cl)(=[O:12])[CH3:11].O. The catalyst is C(O)(=O)C. The product is [Cl:1][C:2]1[CH:7]=[C:6]([Cl:8])[N:5]=[C:4]([NH:9][C:10](=[O:12])[CH3:11])[N:3]=1. The yield is 0.790.